From a dataset of Forward reaction prediction with 1.9M reactions from USPTO patents (1976-2016). Predict the product of the given reaction. Given the reactants [Br:1][C:2]1[CH:3]=[CH:4][C:5]2[CH:9]([NH2:10])[CH2:8][S:7][C:6]=2[CH:11]=1.[C:12]([O:16][C:17]([NH:19][C:20]1([C:23](O)=[O:24])[CH2:22][CH2:21]1)=[O:18])([CH3:15])([CH3:14])[CH3:13], predict the reaction product. The product is: [C:12]([O:16][C:17](=[O:18])[NH:19][C:20]1([C:23](=[O:24])[NH:10][CH:9]2[CH2:8][S:7][C:6]3[CH:11]=[C:2]([Br:1])[CH:3]=[CH:4][C:5]2=3)[CH2:21][CH2:22]1)([CH3:15])([CH3:13])[CH3:14].